This data is from Full USPTO retrosynthesis dataset with 1.9M reactions from patents (1976-2016). The task is: Predict the reactants needed to synthesize the given product. (1) The reactants are: [H-].[Na+].[CH3:3][N:4]([CH3:19])[S:5]([N:8]1[CH:12]=[CH:11][N:10]=[C:9]1[N:13]1[CH2:18][CH2:17][NH:16][CH2:15][CH2:14]1)(=[O:7])=[O:6].I[CH2:21][CH3:22].O. Given the product [CH2:21]([N:16]1[CH2:17][CH2:18][N:13]([C:9]2[N:8]([S:5]([N:4]([CH3:19])[CH3:3])(=[O:7])=[O:6])[CH:12]=[CH:11][N:10]=2)[CH2:14][CH2:15]1)[CH3:22], predict the reactants needed to synthesize it. (2) Given the product [CH:85]1([C:81]2[N:80]=[C:79]([C:19]3[C:18]4[C:22](=[CH:23][CH:24]=[C:16]([C:13]5[O:12][C:11]([NH:10][C:7]([C:1]6[CH:6]=[CH:5][CH:4]=[CH:3][CH:2]=6)([CH3:8])[CH3:9])=[N:15][N:14]=5)[CH:17]=4)[N:21]([S:25]([C:28]4[CH:29]=[CH:30][C:31]([CH3:32])=[CH:33][CH:34]=4)(=[O:27])=[O:26])[CH:20]=3)[CH:84]=[N:83][CH:82]=2)[CH2:87][CH2:86]1, predict the reactants needed to synthesize it. The reactants are: [C:1]1([C:7]([NH:10][C:11]2[O:12][C:13]([C:16]3[CH:17]=[C:18]4[C:22](=[CH:23][CH:24]=3)[N:21]([S:25]([C:28]3[CH:34]=[CH:33][C:31]([CH3:32])=[CH:30][CH:29]=3)(=[O:27])=[O:26])[CH:20]=[C:19]4B3OC(C)(C)C(C)(C)O3)=[N:14][N:15]=2)([CH3:9])[CH3:8])[CH:6]=[CH:5][CH:4]=[CH:3][CH:2]=1.C1(P(C2CCCCC2)C2C=CC=CC=2C2C(C(C)C)=CC(C(C)C)=CC=2C(C)C)CCCCC1.Br[C:79]1[CH:84]=[N:83][CH:82]=[C:81]([CH:85]2[CH2:87][CH2:86]2)[N:80]=1.P([O-])([O-])([O-])=O.[K+].[K+].[K+]. (3) Given the product [CH2:14]([O:16][P:17]([C:2]1[CH:3]=[C:4]([CH2:8][C:9]([O:11][CH2:12][CH3:13])=[O:10])[CH:5]=[CH:6][CH:7]=1)([O:18][CH2:19][CH3:20])=[O:21])[CH3:15], predict the reactants needed to synthesize it. The reactants are: Br[C:2]1[CH:3]=[C:4]([CH2:8][C:9]([O:11][CH2:12][CH3:13])=[O:10])[CH:5]=[CH:6][CH:7]=1.[CH2:14]([O:16][P:17]([O-:21])[O:18][CH2:19][CH3:20])[CH3:15].C(N(CC)CC)C. (4) Given the product [CH:27]([O:26][C:21]1[CH:20]=[CH:19][C:18]([C:16]2[S:17][C:13]([C:8]3[C:9]4[CH2:10][CH2:11][CH2:12][C@@H:3]([NH:2][CH2:35][CH2:34][S:31]([CH3:30])(=[O:33])=[O:32])[C:4]=4[CH:5]=[CH:6][CH:7]=3)=[N:14][N:15]=2)=[CH:25][C:22]=1[C:23]#[N:24])([CH3:29])[CH3:28], predict the reactants needed to synthesize it. The reactants are: Cl.[NH2:2][C@@H:3]1[CH2:12][CH2:11][CH2:10][C:9]2[C:8]([C:13]3[S:17][C:16]([C:18]4[CH:19]=[CH:20][C:21]([O:26][CH:27]([CH3:29])[CH3:28])=[C:22]([CH:25]=4)[C:23]#[N:24])=[N:15][N:14]=3)=[CH:7][CH:6]=[CH:5][C:4]1=2.[CH3:30][S:31]([CH:34]=[CH2:35])(=[O:33])=[O:32]. (5) Given the product [C:39]([Si:36]([CH3:38])([CH3:37])[O:35][CH:11]1[CH2:10][CH:9]2[N:13]([C:14](=[O:34])[N:15]([CH2:25][C:26]3[CH:31]=[CH:30][C:29]([O:32][CH3:33])=[CH:28][CH:27]=3)[CH2:16][CH2:17][CH2:18][CH2:19][CH2:20][CH:21]=[CH:22][CH:23]3[C:6]([C:4]([OH:5])=[O:3])([NH:7][C:8]2=[O:43])[CH2:24]3)[CH2:12]1)([CH3:42])([CH3:41])[CH3:40], predict the reactants needed to synthesize it. The reactants are: C([O:3][C:4]([C:6]12[CH2:24][CH:23]1[CH:22]=[CH:21][CH2:20][CH2:19][CH2:18][CH2:17][CH2:16][N:15]([CH2:25][C:26]1[CH:31]=[CH:30][C:29]([O:32][CH3:33])=[CH:28][CH:27]=1)[C:14](=[O:34])[N:13]1[CH:9]([CH2:10][CH:11]([O:35][Si:36]([C:39]([CH3:42])([CH3:41])[CH3:40])([CH3:38])[CH3:37])[CH2:12]1)[C:8](=[O:43])[NH:7]2)=[O:5])C.[Li+].[OH-]. (6) Given the product [Cl:42][C:39]1[CH:40]=[CH:41][C:36]([C:33]2[S:34][CH:35]=[C:31]([CH2:30][S:26][C:2]3[C:3]([C:24]#[N:25])=[C:4]([C:14]4[CH:15]=[CH:16][C:17]([O:20][CH2:21][CH2:22][OH:23])=[CH:18][CH:19]=4)[C:5]4[C:10](=[O:11])[NH:9][C:8](=[O:12])[NH:7][C:6]=4[N:13]=3)[N:32]=2)=[CH:37][CH:38]=1, predict the reactants needed to synthesize it. The reactants are: Cl[C:2]1[C:3]([C:24]#[N:25])=[C:4]([C:14]2[CH:19]=[CH:18][C:17]([O:20][CH2:21][CH2:22][OH:23])=[CH:16][CH:15]=2)[C:5]2[C:10](=[O:11])[NH:9][C:8](=[O:12])[NH:7][C:6]=2[N:13]=1.[S-2:26].[Na+].[Na+].Cl[CH2:30][C:31]1[N:32]=[C:33]([C:36]2[CH:41]=[CH:40][C:39]([Cl:42])=[CH:38][CH:37]=2)[S:34][CH:35]=1.C(=O)(O)[O-].[Na+]. (7) Given the product [CH2:1]([NH:3][C:4](=[S:7])[NH:5][N:6]=[CH:14][C:9]1[CH:10]=[CH:11][CH:12]=[CH:13][N:8]=1)[CH3:2], predict the reactants needed to synthesize it. The reactants are: [CH2:1]([NH:3][C:4](=[S:7])[NH:5][NH2:6])[CH3:2].[N:8]1[CH:13]=[CH:12][CH:11]=[CH:10][C:9]=1[CH:14]=O. (8) Given the product [C:2](=[O:3])([O:31][CH2:30][CH2:29][N:27]1[CH:28]=[C:24]([C:20]2[N:15]3[CH:16]=[C:17]([CH3:19])[CH:18]=[C:13]([O:12][CH2:11][C:10]4[C:32]([F:36])=[CH:33][CH:34]=[CH:35][C:9]=4[F:8])[C:14]3=[N:22][C:21]=2[CH3:23])[CH:25]=[N:26]1)[NH2:1], predict the reactants needed to synthesize it. The reactants are: [N:1](S(Cl)(=O)=O)=[C:2]=[O:3].[F:8][C:9]1[CH:35]=[CH:34][CH:33]=[C:32]([F:36])[C:10]=1[CH2:11][O:12][C:13]1[C:14]2[N:15]([C:20]([C:24]3[CH:25]=[N:26][N:27]([CH2:29][CH2:30][OH:31])[CH:28]=3)=[C:21]([CH3:23])[N:22]=2)[CH:16]=[C:17]([CH3:19])[CH:18]=1. (9) Given the product [Cl:30][C:25]1[CH:24]=[C:23]([CH2:22][C@@H:2]([NH:1][C:41]([C@@H:32]2[CH2:33][C:34]3[C:39](=[CH:38][CH:37]=[CH:36][CH:35]=3)[CH2:40][N:31]2[C:44]([O:46][C:47]([CH3:50])([CH3:49])[CH3:48])=[O:45])=[O:42])[C:3]([N:5]2[CH2:6][CH2:7][N:8]([C:11]3[CH:16]=[CH:15][CH:14]=[CH:13][C:12]=3[NH:17][S:18]([CH3:21])(=[O:19])=[O:20])[CH2:9][CH2:10]2)=[O:4])[CH:28]=[CH:27][C:26]=1[Cl:29], predict the reactants needed to synthesize it. The reactants are: [NH2:1][C@H:2]([CH2:22][C:23]1[CH:28]=[CH:27][C:26]([Cl:29])=[C:25]([Cl:30])[CH:24]=1)[C:3]([N:5]1[CH2:10][CH2:9][N:8]([C:11]2[CH:16]=[CH:15][CH:14]=[CH:13][C:12]=2[NH:17][S:18]([CH3:21])(=[O:20])=[O:19])[CH2:7][CH2:6]1)=[O:4].[N:31]1([C:44]([O:46][C:47]([CH3:50])([CH3:49])[CH3:48])=[O:45])[CH2:40][C:39]2[C:34](=[CH:35][CH:36]=[CH:37][CH:38]=2)[CH2:33][C@H:32]1[C:41](O)=[O:42].CCN=C=NCCCN(C)C.CI.C1C=NC2N(O)N=NC=2C=1. (10) Given the product [C:1]1([C:7]2[N:11]([S:42]([C:39]3[CH:38]=[CH:37][C:36]([S:33]([C:32]([F:47])([F:31])[F:46])(=[O:35])=[O:34])=[CH:41][CH:40]=3)(=[O:44])=[O:43])[CH:10]=[C:9]([CH:12]=[O:13])[CH:8]=2)[CH:6]=[CH:5][CH:4]=[CH:3][CH:2]=1, predict the reactants needed to synthesize it. The reactants are: [C:1]1([C:7]2[NH:11][CH:10]=[C:9]([CH:12]=[O:13])[CH:8]=2)[CH:6]=[CH:5][CH:4]=[CH:3][CH:2]=1.[H-].[Na+].C1OCCOCCOCCOCCOC1.[F:31][C:32]([F:47])([F:46])[S:33]([C:36]1[CH:41]=[CH:40][C:39]([S:42](Cl)(=[O:44])=[O:43])=[CH:38][CH:37]=1)(=[O:35])=[O:34].